The task is: Regression. Given two drug SMILES strings and cell line genomic features, predict the synergy score measuring deviation from expected non-interaction effect.. This data is from NCI-60 drug combinations with 297,098 pairs across 59 cell lines. (1) Drug 1: CCC(=C(C1=CC=CC=C1)C2=CC=C(C=C2)OCCN(C)C)C3=CC=CC=C3.C(C(=O)O)C(CC(=O)O)(C(=O)O)O. Drug 2: C#CCC(CC1=CN=C2C(=N1)C(=NC(=N2)N)N)C3=CC=C(C=C3)C(=O)NC(CCC(=O)O)C(=O)O. Cell line: 786-0. Synergy scores: CSS=74.8, Synergy_ZIP=18.3, Synergy_Bliss=-3.52, Synergy_Loewe=74.3, Synergy_HSA=-2.93. (2) Drug 1: C1CN1P(=S)(N2CC2)N3CC3. Drug 2: C(CN)CNCCSP(=O)(O)O. Cell line: NCI-H322M. Synergy scores: CSS=-7.45, Synergy_ZIP=4.14, Synergy_Bliss=0.759, Synergy_Loewe=-7.21, Synergy_HSA=-7.17.